Task: Predict hERG channel inhibition at various concentrations.. Dataset: hERG Central: cardiac toxicity at 1µM, 10µM, and general inhibition (1) The molecule is CN(c1ccccc1)S(=O)(=O)c1cc(C(=O)OCC(=O)N2CCN(C(=O)c3ccco3)CC2)ccc1Cl. Results: hERG_inhib (hERG inhibition (general)): blocker. (2) The drug is COCc1c(C(=O)N2CCN(CCOc3ccccc3)CC2)oc2ccccc12. Results: hERG_inhib (hERG inhibition (general)): blocker. (3) The compound is COc1ccc(S(=O)(=O)Cc2ccc(C(=O)N3CCc4ccccc4C3)o2)cc1. Results: hERG_inhib (hERG inhibition (general)): blocker. (4) Results: hERG_inhib (hERG inhibition (general)): blocker. The molecule is O=C(Nc1ccccc1Cl)C1CCCN(c2ncnc3c2nc2n3CCCCC2)C1. (5) The drug is Cc1ccc(-n2cc(CN(C)CCc3cn[nH]c3)c(-c3cccc(C)c3)n2)cc1. Results: hERG_inhib (hERG inhibition (general)): blocker. (6) The compound is CC(C)c1ccc(/C=N/NC(=O)c2nnn(-c3nonc3N)c2CN2CCOCC2)cc1. Results: hERG_inhib (hERG inhibition (general)): blocker.